Dataset: NCI-60 drug combinations with 297,098 pairs across 59 cell lines. Task: Regression. Given two drug SMILES strings and cell line genomic features, predict the synergy score measuring deviation from expected non-interaction effect. (1) Drug 1: CCCCC(=O)OCC(=O)C1(CC(C2=C(C1)C(=C3C(=C2O)C(=O)C4=C(C3=O)C=CC=C4OC)O)OC5CC(C(C(O5)C)O)NC(=O)C(F)(F)F)O. Drug 2: C1C(C(OC1N2C=NC(=NC2=O)N)CO)O. Cell line: OVCAR-4. Synergy scores: CSS=31.2, Synergy_ZIP=-0.406, Synergy_Bliss=-0.870, Synergy_Loewe=1.000, Synergy_HSA=2.53. (2) Drug 1: CN(CCCl)CCCl.Cl. Drug 2: CC1C(C(CC(O1)OC2CC(CC3=C2C(=C4C(=C3O)C(=O)C5=CC=CC=C5C4=O)O)(C(=O)C)O)N)O. Cell line: COLO 205. Synergy scores: CSS=91.6, Synergy_ZIP=-1.94, Synergy_Bliss=-1.79, Synergy_Loewe=-1.48, Synergy_HSA=-0.0150. (3) Drug 2: COCCOC1=C(C=C2C(=C1)C(=NC=N2)NC3=CC=CC(=C3)C#C)OCCOC.Cl. Drug 1: C1CN(CCN1C(=O)CCBr)C(=O)CCBr. Synergy scores: CSS=55.0, Synergy_ZIP=6.56, Synergy_Bliss=8.60, Synergy_Loewe=3.16, Synergy_HSA=4.69. Cell line: HCT116. (4) Drug 1: CC12CCC(CC1=CCC3C2CCC4(C3CC=C4C5=CN=CC=C5)C)O. Drug 2: CC1CCC2CC(C(=CC=CC=CC(CC(C(=O)C(C(C(=CC(C(=O)CC(OC(=O)C3CCCCN3C(=O)C(=O)C1(O2)O)C(C)CC4CCC(C(C4)OC)O)C)C)O)OC)C)C)C)OC. Cell line: UO-31. Synergy scores: CSS=65.7, Synergy_ZIP=23.9, Synergy_Bliss=23.7, Synergy_Loewe=25.3, Synergy_HSA=29.0. (5) Drug 1: CC1=C(N=C(N=C1N)C(CC(=O)N)NCC(C(=O)N)N)C(=O)NC(C(C2=CN=CN2)OC3C(C(C(C(O3)CO)O)O)OC4C(C(C(C(O4)CO)O)OC(=O)N)O)C(=O)NC(C)C(C(C)C(=O)NC(C(C)O)C(=O)NCCC5=NC(=CS5)C6=NC(=CS6)C(=O)NCCC[S+](C)C)O. Drug 2: C#CCC(CC1=CN=C2C(=N1)C(=NC(=N2)N)N)C3=CC=C(C=C3)C(=O)NC(CCC(=O)O)C(=O)O. Cell line: 786-0. Synergy scores: CSS=22.5, Synergy_ZIP=-9.93, Synergy_Bliss=-11.9, Synergy_Loewe=-11.6, Synergy_HSA=-11.1. (6) Drug 1: CC(C)(C#N)C1=CC(=CC(=C1)CN2C=NC=N2)C(C)(C)C#N. Drug 2: C1CC(=O)NC(=O)C1N2C(=O)C3=CC=CC=C3C2=O. Cell line: HOP-62. Synergy scores: CSS=0.956, Synergy_ZIP=4.08, Synergy_Bliss=-4.66, Synergy_Loewe=-1.66, Synergy_HSA=-4.68. (7) Drug 1: C1CN1C2=NC(=NC(=N2)N3CC3)N4CC4. Drug 2: CCC1(CC2CC(C3=C(CCN(C2)C1)C4=CC=CC=C4N3)(C5=C(C=C6C(=C5)C78CCN9C7C(C=CC9)(C(C(C8N6C)(C(=O)OC)O)OC(=O)C)CC)OC)C(=O)OC)O.OS(=O)(=O)O. Cell line: RXF 393. Synergy scores: CSS=12.5, Synergy_ZIP=-2.80, Synergy_Bliss=2.25, Synergy_Loewe=1.70, Synergy_HSA=1.99. (8) Drug 1: C(CN)CNCCSP(=O)(O)O. Drug 2: B(C(CC(C)C)NC(=O)C(CC1=CC=CC=C1)NC(=O)C2=NC=CN=C2)(O)O. Cell line: LOX IMVI. Synergy scores: CSS=50.4, Synergy_ZIP=2.22, Synergy_Bliss=2.98, Synergy_Loewe=-50.7, Synergy_HSA=1.20. (9) Drug 1: CN(C)C1=NC(=NC(=N1)N(C)C)N(C)C. Drug 2: CC1CCC2CC(C(=CC=CC=CC(CC(C(=O)C(C(C(=CC(C(=O)CC(OC(=O)C3CCCCN3C(=O)C(=O)C1(O2)O)C(C)CC4CCC(C(C4)OC)OCCO)C)C)O)OC)C)C)C)OC. Cell line: U251. Synergy scores: CSS=17.7, Synergy_ZIP=-5.43, Synergy_Bliss=-3.64, Synergy_Loewe=-32.7, Synergy_HSA=-5.71. (10) Drug 1: CC1=C(C(=O)C2=C(C1=O)N3CC4C(C3(C2COC(=O)N)OC)N4)N. Drug 2: C(CN)CNCCSP(=O)(O)O. Cell line: HOP-62. Synergy scores: CSS=52.0, Synergy_ZIP=3.95, Synergy_Bliss=5.84, Synergy_Loewe=-7.55, Synergy_HSA=5.76.